From a dataset of NCI-60 drug combinations with 297,098 pairs across 59 cell lines. Regression. Given two drug SMILES strings and cell line genomic features, predict the synergy score measuring deviation from expected non-interaction effect. (1) Drug 1: CC12CCC3C(C1CCC2=O)CC(=C)C4=CC(=O)C=CC34C. Drug 2: CS(=O)(=O)OCCCCOS(=O)(=O)C. Cell line: HL-60(TB). Synergy scores: CSS=73.4, Synergy_ZIP=3.40, Synergy_Bliss=6.56, Synergy_Loewe=5.84, Synergy_HSA=6.19. (2) Drug 1: CC(C1=C(C=CC(=C1Cl)F)Cl)OC2=C(N=CC(=C2)C3=CN(N=C3)C4CCNCC4)N. Drug 2: CCC1(CC2CC(C3=C(CCN(C2)C1)C4=CC=CC=C4N3)(C5=C(C=C6C(=C5)C78CCN9C7C(C=CC9)(C(C(C8N6C=O)(C(=O)OC)O)OC(=O)C)CC)OC)C(=O)OC)O.OS(=O)(=O)O. Cell line: SW-620. Synergy scores: CSS=60.8, Synergy_ZIP=5.63, Synergy_Bliss=7.43, Synergy_Loewe=-2.26, Synergy_HSA=6.91. (3) Drug 1: CCN(CC)CCNC(=O)C1=C(NC(=C1C)C=C2C3=C(C=CC(=C3)F)NC2=O)C. Drug 2: CC1C(C(CC(O1)OC2CC(CC3=C2C(=C4C(=C3O)C(=O)C5=CC=CC=C5C4=O)O)(C(=O)C)O)N)O. Cell line: NCI/ADR-RES. Synergy scores: CSS=22.3, Synergy_ZIP=0.150, Synergy_Bliss=5.43, Synergy_Loewe=-11.9, Synergy_HSA=5.12. (4) Drug 2: C(CC(=O)O)C(=O)CN.Cl. Cell line: EKVX. Synergy scores: CSS=3.93, Synergy_ZIP=-2.29, Synergy_Bliss=2.37, Synergy_Loewe=-0.332, Synergy_HSA=0.159. Drug 1: CC1C(C(CC(O1)OC2CC(CC3=C2C(=C4C(=C3O)C(=O)C5=C(C4=O)C(=CC=C5)OC)O)(C(=O)CO)O)N)O.Cl. (5) Drug 1: CN1C2=C(C=C(C=C2)N(CCCl)CCCl)N=C1CCCC(=O)O.Cl. Drug 2: C1CN(P(=O)(OC1)NCCCl)CCCl. Cell line: HOP-62. Synergy scores: CSS=1.25, Synergy_ZIP=2.42, Synergy_Bliss=-1.98, Synergy_Loewe=-1.15, Synergy_HSA=-5.84. (6) Drug 1: CNC(=O)C1=NC=CC(=C1)OC2=CC=C(C=C2)NC(=O)NC3=CC(=C(C=C3)Cl)C(F)(F)F. Drug 2: C1CN(P(=O)(OC1)NCCCl)CCCl. Cell line: MCF7. Synergy scores: CSS=-4.68, Synergy_ZIP=0.383, Synergy_Bliss=-4.44, Synergy_Loewe=-5.30, Synergy_HSA=-6.52. (7) Drug 1: C1=CN(C=N1)CC(O)(P(=O)(O)O)P(=O)(O)O. Drug 2: C1C(C(OC1N2C=NC(=NC2=O)N)CO)O. Cell line: PC-3. Synergy scores: CSS=11.0, Synergy_ZIP=-2.86, Synergy_Bliss=1.47, Synergy_Loewe=-2.42, Synergy_HSA=2.56. (8) Drug 1: CCC1=C2CN3C(=CC4=C(C3=O)COC(=O)C4(CC)O)C2=NC5=C1C=C(C=C5)O. Drug 2: C1=CC=C(C(=C1)C(C2=CC=C(C=C2)Cl)C(Cl)Cl)Cl. Cell line: HS 578T. Synergy scores: CSS=5.95, Synergy_ZIP=-0.937, Synergy_Bliss=-0.547, Synergy_Loewe=-14.0, Synergy_HSA=0.393.